This data is from Full USPTO retrosynthesis dataset with 1.9M reactions from patents (1976-2016). The task is: Predict the reactants needed to synthesize the given product. (1) Given the product [NH2:3][CH2:12][CH2:13][N:14]1[C:22]2[N:21]=[C:20]([C:23]3[CH:24]=[N:25][N:26]([CH2:28][CH:29]4[CH2:33][C:32](=[O:34])[N:31]([C:35]5[CH:40]=[CH:39][CH:38]=[C:37]([C:41]([F:44])([F:43])[F:42])[CH:36]=5)[CH2:30]4)[CH:27]=3)[NH:19][C:18]=2[C:17](=[O:45])[N:16]([CH2:46][CH2:47][CH3:48])[C:15]1=[O:49], predict the reactants needed to synthesize it. The reactants are: O=C1C2C(=CC=CC=2)C(=O)[N:3]1[CH2:12][CH2:13][N:14]1[C:22]2[N:21]=[C:20]([C:23]3[CH:24]=[N:25][N:26]([CH2:28][CH:29]4[CH2:33][C:32](=[O:34])[N:31]([C:35]5[CH:40]=[CH:39][CH:38]=[C:37]([C:41]([F:44])([F:43])[F:42])[CH:36]=5)[CH2:30]4)[CH:27]=3)[NH:19][C:18]=2[C:17](=[O:45])[N:16]([CH2:46][CH2:47][CH3:48])[C:15]1=[O:49]. (2) Given the product [CH2:36]([O:35][C:33]([N:1]1[CH2:2][CH2:3][CH:4]([NH:7][C:8]([C:10]2[C:14]3[N:15]=[CH:16][N:17]=[C:18]([C:19]4[CH:24]=[C:23]([O:25][CH3:26])[CH:22]=[CH:21][C:20]=4[O:27][CH2:28][CH:29]4[CH2:30][CH2:31]4)[C:13]=3[NH:12][CH:11]=2)=[O:9])[CH2:5][CH2:6]1)=[O:34])[CH3:37], predict the reactants needed to synthesize it. The reactants are: [NH:1]1[CH2:6][CH2:5][CH:4]([NH:7][C:8]([C:10]2[C:14]3[N:15]=[CH:16][N:17]=[C:18]([C:19]4[CH:24]=[C:23]([O:25][CH3:26])[CH:22]=[CH:21][C:20]=4[O:27][CH2:28][CH:29]4[CH2:31][CH2:30]4)[C:13]=3[NH:12][CH:11]=2)=[O:9])[CH2:3][CH2:2]1.Cl[C:33]([O:35][CH2:36][CH3:37])=[O:34]. (3) Given the product [CH3:1][O:2][C:3]1[CH:4]=[C:5]([C:9]2[O:13][C:12]([CH3:14])=[C:11]([CH:15]([NH:20][C:21]3[CH:22]=[CH:23][C:24]([C:27]([N:29]([CH3:37])[CH2:30][CH2:31][C:32]([OH:34])=[O:33])=[O:28])=[CH:25][CH:26]=3)[CH2:16][CH:17]([CH3:19])[CH3:18])[CH:10]=2)[CH:6]=[CH:7][CH:8]=1, predict the reactants needed to synthesize it. The reactants are: [CH3:1][O:2][C:3]1[CH:4]=[C:5]([C:9]2[O:13][C:12]([CH3:14])=[C:11]([CH:15]([NH:20][C:21]3[CH:26]=[CH:25][C:24]([C:27]([N:29]([CH3:37])[CH2:30][CH2:31][C:32]([O:34]CC)=[O:33])=[O:28])=[CH:23][CH:22]=3)[CH2:16][CH:17]([CH3:19])[CH3:18])[CH:10]=2)[CH:6]=[CH:7][CH:8]=1. (4) Given the product [OH2:2].[CH3:31][O:32][C:33]1[CH:34]=[C:35]2[C:39](=[CH:40][CH:41]=1)[NH:38][N:37]=[C:36]2[C:42]([NH:44][CH2:45][CH:46]1[CH2:51][CH2:50][N:49]([CH2:52][C:53]2[O:54][CH:55]=[C:56]([C:58]([OH:60])=[O:59])[N:57]=2)[CH2:48][CH2:47]1)=[O:43], predict the reactants needed to synthesize it. The reactants are: C[O:2]C1C=C2C(=CC=1)NN=C2C(NCC1CCN(CC2SC=C(C(O)=O)N=2)CC1)=O.[CH3:31][O:32][C:33]1[CH:34]=[C:35]2[C:39](=[CH:40][CH:41]=1)[NH:38][N:37]=[C:36]2[C:42]([NH:44][CH2:45][CH:46]1[CH2:51][CH2:50][N:49]([CH2:52][C:53]2[O:54][CH:55]=[C:56]([C:58]([O:60]C)=[O:59])[N:57]=2)[CH2:48][CH2:47]1)=[O:43]. (5) Given the product [C:15]([C:14]1[N:13]([CH:17]2[CH2:22][CH2:21][NH:20][CH2:19][CH2:18]2)[N:12]=[CH:11][C:10]=1[CH2:9][O:8][C:7]1[CH:30]=[CH:31][C:4]([C:1]([NH2:2])=[O:3])=[CH:5][C:6]=1[F:32])#[N:16], predict the reactants needed to synthesize it. The reactants are: [C:1]([C:4]1[CH:31]=[CH:30][C:7]([O:8][CH2:9][C:10]2[CH:11]=[N:12][N:13]([CH:17]3[CH2:22][CH2:21][N:20](C(OCCCC)=O)[CH2:19][CH2:18]3)[C:14]=2[C:15]#[N:16])=[C:6]([F:32])[CH:5]=1)(=[O:3])[NH2:2].FC(F)(F)C(O)=O. (6) Given the product [CH3:15][O:16][C:17]1[C:26]2[CH2:25][CH2:24][CH2:23][CH2:22][C:21]=2[CH:20]=[CH:19][C:18]=1[C:2]1[C:11]([N+:12]([O-:14])=[O:13])=[CH:10][CH:9]=[CH:8][C:3]=1[C:4]([O:6][CH3:7])=[O:5], predict the reactants needed to synthesize it. The reactants are: Cl[C:2]1[C:11]([N+:12]([O-:14])=[O:13])=[CH:10][CH:9]=[CH:8][C:3]=1[C:4]([O:6][CH3:7])=[O:5].[CH3:15][O:16][C:17]1[C:26]2[CH2:25][CH2:24][CH2:23][CH2:22][C:21]=2[CH:20]=[CH:19][C:18]=1B(O)O.C(=O)([O-])[O-].[Na+].[Na+].